Task: Predict the reaction yield, written as a fraction of the theoretical maximum amount of product (1.0 means a 100% yield; for example, 0.34 means a 34% yield).. Dataset: Reaction yield outcomes from USPTO patents with 853,638 reactions (1) The catalyst is [Pd].CO. The product is [F:17][C:14]1[CH:15]=[CH:16][C:11]([NH:10][C:4]2[N:5]=[C:6]([NH:8][NH2:9])[N:7]=[CH:2][N:3]=2)=[CH:12][C:13]=1[C:18]([F:19])([F:20])[F:21]. The reactants are Cl[C:2]1[N:7]=[C:6]([NH:8][NH2:9])[N:5]=[C:4]([NH:10][C:11]2[CH:16]=[CH:15][C:14]([F:17])=[C:13]([C:18]([F:21])([F:20])[F:19])[CH:12]=2)[N:3]=1.C(N(CC)CC)C. The yield is 0.480. (2) The reactants are CO[CH2:3][C:4]1[CH:5]=[C:6]([N:10]([CH2:18][C:19]2[CH:24]=[CH:23][CH:22]=[C:21]([O:25][C:26]([F:31])([F:30])[CH:27]([F:29])[F:28])[CH:20]=2)[CH2:11][CH:12]([OH:17])[C:13]([F:16])([F:15])[F:14])[CH:7]=[CH:8][CH:9]=1.B(Br)(Br)[Br:33].COC. The catalyst is ClCCl. The product is [Br:33][CH2:3][C:4]1[CH:5]=[C:6]([N:10]([CH2:18][C:19]2[CH:24]=[CH:23][CH:22]=[C:21]([O:25][C:26]([F:31])([F:30])[CH:27]([F:29])[F:28])[CH:20]=2)[CH2:11][CH:12]([OH:17])[C:13]([F:16])([F:15])[F:14])[CH:7]=[CH:8][CH:9]=1. The yield is 0.590. (3) The reactants are F[C:2]1[C:7]([C:8]2[N:13]=[C:12]([CH3:14])[N:11]=[C:10]([N:15]([CH2:25][C:26]3[CH:31]=[CH:30][C:29]([O:32][CH3:33])=[CH:28][CH:27]=3)[CH2:16][C:17]3[CH:22]=[CH:21][C:20]([O:23][CH3:24])=[CH:19][CH:18]=3)[N:9]=2)=[CH:6][C:5]([CH2:34][N:35]2[CH2:40][CH2:39][N:38]([S:41]([CH3:44])(=[O:43])=[O:42])[CH2:37][CH2:36]2)=[CH:4][N:3]=1.[S:45]1[C:49]2[CH:50]=[CH:51][C:52]([NH2:54])=[CH:53][C:48]=2[N:47]=[CH:46]1.[Li+].C[Si]([N-][Si](C)(C)C)(C)C. The catalyst is C1COCC1. The product is [CH3:24][O:23][C:20]1[CH:21]=[CH:22][C:17]([CH2:16][N:15]([CH2:25][C:26]2[CH:31]=[CH:30][C:29]([O:32][CH3:33])=[CH:28][CH:27]=2)[C:10]2[N:11]=[C:12]([CH3:14])[N:13]=[C:8]([C:7]3[C:2]([NH:54][C:52]4[CH:51]=[CH:50][C:49]5[S:45][CH:46]=[N:47][C:48]=5[CH:53]=4)=[N:3][CH:4]=[C:5]([CH2:34][N:35]4[CH2:40][CH2:39][N:38]([S:41]([CH3:44])(=[O:43])=[O:42])[CH2:37][CH2:36]4)[CH:6]=3)[N:9]=2)=[CH:18][CH:19]=1. The yield is 0.703. (4) The reactants are Br[C:2]1[NH:3][C:4]2[C:9]([C:10]=1[CH:11]1[CH2:16][CH2:15][CH2:14][CH2:13][CH2:12]1)=[CH:8][CH:7]=[C:6]([C:17]([O:19][CH3:20])=[O:18])[CH:5]=2.[CH3:21][O:22][C:23]1[CH:28]=[CH:27][C:26](B(O)O)=[C:25]([CH:32]=[O:33])[CH:24]=1.[Li+].[Cl-].C([O-])([O-])=O.[Na+].[Na+]. The catalyst is CCO.C1(C)C=CC=CC=1.C1C=CC([P]([Pd]([P](C2C=CC=CC=2)(C2C=CC=CC=2)C2C=CC=CC=2)([P](C2C=CC=CC=2)(C2C=CC=CC=2)C2C=CC=CC=2)[P](C2C=CC=CC=2)(C2C=CC=CC=2)C2C=CC=CC=2)(C2C=CC=CC=2)C2C=CC=CC=2)=CC=1. The product is [CH:11]1([C:10]2[C:9]3[C:4](=[CH:5][C:6]([C:17]([O:19][CH3:20])=[O:18])=[CH:7][CH:8]=3)[N:3]3[CH:32]([OH:33])[C:25]4[C:26]([C:2]=23)=[CH:27][CH:28]=[C:23]([O:22][CH3:21])[CH:24]=4)[CH2:16][CH2:15][CH2:14][CH2:13][CH2:12]1. The yield is 0.630. (5) The reactants are C([O:3][C:4]([CH:6]1[CH2:10][CH2:9][S:8](=[O:12])(=[O:11])[N:7]1[CH2:13][C:14]1[N:15]=[C:16]([CH2:19][O:20][C:21]2[CH:26]=[CH:25][C:24]([C:27]3[CH:32]=[C:31]([F:33])[C:30]([F:34])=[CH:29][C:28]=3[O:35][CH3:36])=[CH:23][CH:22]=2)[S:17][CH:18]=1)=[O:5])C.O.[OH-].[Li+].C1COCC1.Cl. The catalyst is O. The product is [O:12]=[S:8]1(=[O:11])[CH2:9][CH2:10][CH:6]([C:4]([OH:5])=[O:3])[N:7]1[CH2:13][C:14]1[N:15]=[C:16]([CH2:19][O:20][C:21]2[CH:22]=[CH:23][C:24]([C:27]3[CH:32]=[C:31]([F:33])[C:30]([F:34])=[CH:29][C:28]=3[O:35][CH3:36])=[CH:25][CH:26]=2)[S:17][CH:18]=1. The yield is 0.761. (6) The reactants are FC(F)(F)C(O)=O.[Cl:8][C:9]1[CH:10]=[C:11]([C:29]2[CH:34]=[CH:33][C:32]([F:35])=[CH:31][CH:30]=2)[CH:12]=[C:13]([Cl:28])[C:14]=1[CH2:15][C@@H:16]1[CH2:20][CH2:19][N:18]([CH:21]2[CH2:26][CH2:25][NH:24][CH2:23][CH2:22]2)[C:17]1=[O:27].[CH3:36][S:37](Cl)(=[O:39])=[O:38].C(N(CC)CC)C. The catalyst is C(Cl)Cl. The product is [Cl:8][C:9]1[CH:10]=[C:11]([C:29]2[CH:30]=[CH:31][C:32]([F:35])=[CH:33][CH:34]=2)[CH:12]=[C:13]([Cl:28])[C:14]=1[CH2:15][C@@H:16]1[CH2:20][CH2:19][N:18]([CH:21]2[CH2:26][CH2:25][N:24]([S:37]([CH3:36])(=[O:39])=[O:38])[CH2:23][CH2:22]2)[C:17]1=[O:27]. The yield is 0.730. (7) The reactants are [C:1](=[O:20])([O:12][CH2:13][C:14]1[CH:19]=[CH:18][N:17]=[CH:16][CH:15]=1)OC1C=CC([N+]([O-])=O)=CC=1.CCN(C(C)C)C(C)C.Cl.[NH2:31][CH2:32][C:33]1([OH:39])[CH2:38][CH2:37][CH2:36][CH2:35][CH2:34]1. The catalyst is CN(C1C=CN=CC=1)C.CN(C=O)C. The product is [OH:39][C:33]1([CH2:32][NH:31][C:1](=[O:20])[O:12][CH2:13][C:14]2[CH:15]=[CH:16][N:17]=[CH:18][CH:19]=2)[CH2:38][CH2:37][CH2:36][CH2:35][CH2:34]1. The yield is 0.740.